This data is from Drug-target binding data from BindingDB using IC50 measurements. The task is: Regression. Given a target protein amino acid sequence and a drug SMILES string, predict the binding affinity score between them. We predict pIC50 (pIC50 = -log10(IC50 in M); higher means more potent). Dataset: bindingdb_ic50. (1) The target protein (P0ACC7) has sequence MLNNAMSVVILAAGKGTRMYSDLPKVLHTLAGKAMVQHVIDAANELGAAHVHLVYGHGGDLLKQALKDDNLNWVLQAEQLGTGHAMQQAAPFFADDEDILMLYGDVPLISVETLQRLRDAKPQGGIGLLTVKLDDPTGYGRITRENGKVTGIVEHKDATDEQRQIQEINTGILIANGADMKRWLAKLTNNNAQGEYYITDIIALAYQEGREIVAVHPQRLSEVEGVNNRLQLSRLERVYQSEQAEKLLLAGVMLRDPARFDLRGTLTHGRDVEIDTNVIIEGNVTLGHRVKIGTGCVIKNSVIGDDCEISPYTVVEDANLAAACTIGPFARLRPGAELLEGAHVGNFVEMKKARLGKGSKAGHLTYLGDAEIGDNVNIGAGTITCNYDGANKFKTIIGDDVFVGSDTQLVAPVTVGKGATIAAGTTVTRNVGENALAISRVPQTQKEGWRRPVKKK. The drug is COc1cc(OC)c(S(=O)(=O)Nc2cccc(C)c2)cc1NC(C)=O. The pIC50 is 4.8. (2) The drug is NC(=O)c1cccc([C@@H]2O[C@H](COP(=O)(O)OP(=O)(O)OC[C@H]3O[C@@H](n4cnc5c(N)ncnc54)[C@H](O)[C@@H]3O)[C@@H](O)[C@H]2O)c1. The target protein (P9WHV7) has sequence MTAHRSVLLVVHTGRDEATETARRVEKVLGDNKIALRVLSAEAVDRGSLHLAPDDMRAMGVEIEVVDADQHAADGCELVLVLGGDGTFLRAAELARNASIPVLGVNLGRIGFLAEAEAEAIDAVLEHVVAQDYRVEDRLTLDVVVRQGGRIVNRGWALNEVSLEKGPRLGVLGVVVEIDGRPVSAFGCDGVLVSTPTGSTAYAFSAGGPVLWPDLEAILVVPNNAHALFGRPMVTSPEATIAIEIEADGHDALVFCDGRREMLIPAGSRLEVTRCVTSVKWARLDSAPFTDRLVRKFRLPVTGWRGK. The pIC50 is 3.7.